Dataset: Forward reaction prediction with 1.9M reactions from USPTO patents (1976-2016). Task: Predict the product of the given reaction. (1) Given the reactants Cl.Cl.[C:3]([C:7]1[CH:12]=[CH:11][CH:10]=[CH:9][C:8]=1[N:13]1[CH2:18][CH2:17][NH:16][CH2:15][CH2:14]1)([CH3:6])([CH3:5])[CH3:4].[O:19]=[C:20]1[NH:24][CH:23]([CH2:25][C:26](O)=[O:27])[C:22](=[O:29])[NH:21]1.CCN=C=NCCCN(C)C.C1C=CC2N(O)N=NC=2C=1.C(N(CC)CC)C.[Cl-].[NH4+], predict the reaction product. The product is: [C:3]([C:7]1[CH:12]=[CH:11][CH:10]=[CH:9][C:8]=1[N:13]1[CH2:18][CH2:17][N:16]([C:26](=[O:27])[CH2:25][CH:23]2[NH:24][C:20](=[O:19])[NH:21][C:22]2=[O:29])[CH2:15][CH2:14]1)([CH3:6])([CH3:4])[CH3:5]. (2) Given the reactants F[C:2]1[CH:7]=[CH:6][C:5]([C:8](=[O:19])[CH2:9][CH2:10][C:11]([C:13]2[CH:18]=[CH:17][CH:16]=[CH:15][CH:14]=2)=[O:12])=[CH:4][CH:3]=1.[NH:20]1[CH2:25][CH2:24][CH2:23][CH2:22][CH2:21]1.O, predict the reaction product. The product is: [C:13]1([C:11](=[O:12])[CH2:10][CH2:9][C:8]([C:5]2[CH:6]=[CH:7][C:2]([N:20]3[CH2:25][CH2:24][CH2:23][CH2:22][CH2:21]3)=[CH:3][CH:4]=2)=[O:19])[CH:18]=[CH:17][CH:16]=[CH:15][CH:14]=1. (3) Given the reactants [CH2:1]([NH:8][CH2:9][CH2:10][OH:11])[C:2]1[CH:7]=[CH:6][CH:5]=[CH:4][CH:3]=1.[Cl:12][C:13](=[CH2:16])[C:14]#[N:15], predict the reaction product. The product is: [CH2:1]([N:8]([CH2:9][CH2:10][OH:11])[CH2:16][CH:13]([Cl:12])[C:14]#[N:15])[C:2]1[CH:7]=[CH:6][CH:5]=[CH:4][CH:3]=1. (4) Given the reactants [C:1]([C:4]1[CH:5]=[C:6]([CH:10]=[C:11]([C:13]([F:16])([F:15])[F:14])[CH:12]=1)[C:7]([NH2:9])=O)(=S)[NH2:2].[OH2:17].[NH2:18][NH2:19].[C:20](OCC)(=O)C.CCCCCC.C(O)=O, predict the reaction product. The product is: [NH:18]1[CH:20]=[N:2][C:1]([C:4]2[CH:5]=[C:6]([CH:10]=[C:11]([C:13]([F:16])([F:15])[F:14])[CH:12]=2)[C:7]([NH2:9])=[O:17])=[N:19]1. (5) The product is: [CH3:30][C@@H:25]([O:24][C:21]1[CH:22]=[CH:23][C:18]([C:15]2[CH:14]=[CH:13][C:12]([OH:11])=[CH:17][CH:16]=2)=[CH:19][C:20]=1[N+:31]([O-:33])=[O:32])[CH2:26][CH2:27][CH:28]=[CH2:29]. Given the reactants [OH-].[Li+].C([O:11][C:12]1[CH:17]=[CH:16][C:15]([C:18]2[CH:23]=[CH:22][C:21]([O:24][C@H:25]([CH3:30])[CH2:26][CH2:27][CH:28]=[CH2:29])=[C:20]([N+:31]([O-:33])=[O:32])[CH:19]=2)=[CH:14][CH:13]=1)(=O)C1C=CC=CC=1, predict the reaction product.